This data is from Forward reaction prediction with 1.9M reactions from USPTO patents (1976-2016). The task is: Predict the product of the given reaction. (1) Given the reactants C(OC([NH:8][C@:9]([CH3:29])([CH2:13][CH2:14][C:15]1[CH:20]=[CH:19][C:18]([O:21][CH2:22][CH2:23][CH2:24][CH2:25][CH2:26][CH2:27][CH3:28])=[CH:17][CH:16]=1)[C:10]([OH:12])=[O:11])=O)(C)(C)C.FC(F)(F)C(O)=O, predict the reaction product. The product is: [NH2:8][C@:9]([CH3:29])([CH2:13][CH2:14][C:15]1[CH:16]=[CH:17][C:18]([O:21][CH2:22][CH2:23][CH2:24][CH2:25][CH2:26][CH2:27][CH3:28])=[CH:19][CH:20]=1)[C:10]([OH:12])=[O:11]. (2) Given the reactants [F:1][C:2]1[CH:3]=[CH:4][C:5]([C:8]([O:10][CH3:11])=[O:9])=[N:6][CH:7]=1.C1C=C(Cl)C=C(C(OO)=[O:20])C=1.[O-]S([O-])(=S)=O.[Na+].[Na+].CO, predict the reaction product. The product is: [F:1][C:2]1[CH:3]=[CH:4][C:5]([C:8]([O:10][CH3:11])=[O:9])=[N+:6]([O-:20])[CH:7]=1. (3) Given the reactants [C:1]([NH:5][S:6]([C:9]1[CH:14]=[CH:13][C:12]([N:15]2[C:19]([CH2:20][CH:21]3[CH2:26][CH2:25][CH2:24][CH2:23][CH2:22]3)=[C:18]([CH3:27])[C:17]([C:28]([NH:30][CH2:31][CH2:32][C:33]([CH3:38])([CH3:37])[C:34]([OH:36])=[O:35])=[O:29])=[C:16]2[C:39]#[N:40])=[CH:11][C:10]=1[C:41]([F:44])([F:43])[F:42])(=[O:8])=[O:7])([CH3:4])([CH3:3])[CH3:2].C([O-])([O-])=[O:46].[K+].[K+].OO, predict the reaction product. The product is: [C:1]([NH:5][S:6]([C:9]1[CH:14]=[CH:13][C:12]([N:15]2[C:19]([CH2:20][CH:21]3[CH2:26][CH2:25][CH2:24][CH2:23][CH2:22]3)=[C:18]([CH3:27])[C:17]([C:28]([NH:30][CH2:31][CH2:32][C:33]([CH3:38])([CH3:37])[C:34]([OH:36])=[O:35])=[O:29])=[C:16]2[C:39](=[O:46])[NH2:40])=[CH:11][C:10]=1[C:41]([F:43])([F:44])[F:42])(=[O:8])=[O:7])([CH3:2])([CH3:3])[CH3:4]. (4) The product is: [CH3:4][C:3]([C:6]1[CH:7]=[CH:8][C:9]([NH:12][C:13](=[O:24])[C:14]2[CH:19]=[CH:18][C:17]([O:20][CH3:21])=[C:16]([O:22][CH3:23])[CH:15]=2)=[CH:10][CH:11]=1)([CH3:5])[CH2:2][NH:1][C:35](=[O:36])[CH2:34][C:29]1[CH:30]=[CH:31][CH:32]=[CH:33][C:28]=1[N+:25]([O-:27])=[O:26]. Given the reactants [NH2:1][CH2:2][C:3]([C:6]1[CH:11]=[CH:10][C:9]([NH:12][C:13](=[O:24])[C:14]2[CH:19]=[CH:18][C:17]([O:20][CH3:21])=[C:16]([O:22][CH3:23])[CH:15]=2)=[CH:8][CH:7]=1)([CH3:5])[CH3:4].[N+:25]([C:28]1[CH:33]=[CH:32][CH:31]=[CH:30][C:29]=1[CH2:34][C:35](O)=[O:36])([O-:27])=[O:26].C1C=CC2N(O)N=NC=2C=1.C(Cl)CCl, predict the reaction product. (5) Given the reactants [C:1]([C:3]1[CH:8]=[C:7]([CH2:9][CH2:10][C:11]([O:13][C:14]([CH3:17])([CH3:16])[CH3:15])=[O:12])[CH:6]=[C:5]([CH3:18])[N:4]=1)#[N:2].[C:19](OC)(=[O:27])[C:20]1[C:21](=[CH:23][CH:24]=[CH:25][CH:26]=1)[SH:22].C(N(CC)CC)C, predict the reaction product. The product is: [CH3:18][C:5]1[CH:6]=[C:7]([CH2:9][CH2:10][C:11]([O:13][C:14]([CH3:15])([CH3:17])[CH3:16])=[O:12])[CH:8]=[C:3]([C:1]2[S:22][C:21]3[CH:23]=[CH:24][CH:25]=[CH:26][C:20]=3[C:19](=[O:27])[N:2]=2)[N:4]=1. (6) Given the reactants [NH2:1][C@@H:2]([CH:28]1[CH2:33][CH2:32][C:31]([F:35])([F:34])[CH2:30][CH2:29]1)[C:3]([N:5]1[C@H:10]([C:11]([NH:13][C@H:14]2[C:23]3[C:18](=[CH:19][CH:20]=[CH:21][CH:22]=3)[O:17][CH2:16][CH2:15]2)=[O:12])[CH2:9][N:8]2[CH2:24][C@H:25]([OH:27])[CH2:26][C@@H:7]2[CH2:6]1)=[O:4].[C:36]([O:40][C:41]([N:43]([CH3:49])[C@H:44]([C:46](O)=[O:47])[CH3:45])=[O:42])([CH3:39])([CH3:38])[CH3:37].ON1C2C=CC=CC=2N=N1.C(N(CC)C(C)C)(C)C.C(N=C=NCCCN(C)C)C, predict the reaction product. The product is: [C:36]([O:40][C:41](=[O:42])[N:43]([C@@H:44]([CH3:45])[C:46]([NH:1][C@@H:2]([CH:28]1[CH2:33][CH2:32][C:31]([F:34])([F:35])[CH2:30][CH2:29]1)[C:3]([N:5]1[C@H:10]([C:11](=[O:12])[NH:13][C@H:14]2[C:23]3[C:18](=[CH:19][CH:20]=[CH:21][CH:22]=3)[O:17][CH2:16][CH2:15]2)[CH2:9][N:8]2[CH2:24][C@H:25]([OH:27])[CH2:26][C@@H:7]2[CH2:6]1)=[O:4])=[O:47])[CH3:49])([CH3:39])([CH3:37])[CH3:38]. (7) Given the reactants [CH3:1][C@@:2]12[C:10](=[O:11])[CH2:9][CH2:8][C@H:7]1[C@@H:6]1[CH2:12][CH:13]=[C:14]3[CH2:19][C@@H:18]([OH:20])[CH2:17][CH2:16][C@:15]3([CH3:21])[C@H:5]1[CH2:4][CH2:3]2.N1C=CN=C1.[Si:27](Cl)([C:40]([CH3:43])([CH3:42])[CH3:41])([C:34]1[CH:39]=[CH:38][CH:37]=[CH:36][CH:35]=1)[C:28]1[CH:33]=[CH:32][CH:31]=[CH:30][CH:29]=1.[NH4+].[Cl-], predict the reaction product. The product is: [Si:27]([O:20][C@H:18]1[CH2:17][CH2:16][C@@:15]2([CH3:21])[C:14](=[CH:13][CH2:12][C@@H:6]3[C@@H:5]2[CH2:4][CH2:3][C@@:2]2([CH3:1])[C@H:7]3[CH2:8][CH2:9][C:10]2=[O:11])[CH2:19]1)([C:40]([CH3:43])([CH3:42])[CH3:41])([C:34]1[CH:35]=[CH:36][CH:37]=[CH:38][CH:39]=1)[C:28]1[CH:33]=[CH:32][CH:31]=[CH:30][CH:29]=1.